This data is from Peptide-MHC class II binding affinity with 134,281 pairs from IEDB. The task is: Regression. Given a peptide amino acid sequence and an MHC pseudo amino acid sequence, predict their binding affinity value. This is MHC class II binding data. (1) The peptide sequence is TPESATPFPHRKGVL. The MHC is DRB1_0701 with pseudo-sequence DRB1_0701. The binding affinity (normalized) is 0.128. (2) The peptide sequence is ALHIIAGTPEVHAVK. The MHC is HLA-DPA10103-DPB10301 with pseudo-sequence HLA-DPA10103-DPB10301. The binding affinity (normalized) is 0.590.